This data is from Catalyst prediction with 721,799 reactions and 888 catalyst types from USPTO. The task is: Predict which catalyst facilitates the given reaction. Reactant: [Br:1][C:2]1[CH:7]=[CH:6][C:5]([C:8]2[N:13]=[C:12]3[N:14]=[C:15](S(C)(=O)=O)[N:16]([CH2:17][O:18][CH2:19][CH2:20][Si:21]([CH3:24])([CH3:23])[CH3:22])[C:11]3=[CH:10][C:9]=2[Cl:29])=[CH:4][CH:3]=1.[C:30]1([CH:36]2[O:41][C@H:40]3[CH2:42][C@@H:43]([OH:46])[CH2:44][O:45][C@@H:39]3[CH2:38][O:37]2)[CH:35]=[CH:34][CH:33]=[CH:32][CH:31]=1.C(=O)([O-])[O-].[Cs+].[Cs+]. Product: [Br:1][C:2]1[CH:7]=[CH:6][C:5]([C:8]2[N:13]=[C:12]3[N:14]=[C:15]([O:46][C@H:43]4[CH2:44][O:45][C@H:39]5[C@@H:40]([O:41][CH:36]([C:30]6[CH:31]=[CH:32][CH:33]=[CH:34][CH:35]=6)[O:37][CH2:38]5)[CH2:42]4)[N:16]([CH2:17][O:18][CH2:19][CH2:20][Si:21]([CH3:24])([CH3:23])[CH3:22])[C:11]3=[CH:10][C:9]=2[Cl:29])=[CH:4][CH:3]=1. The catalyst class is: 31.